Dataset: Forward reaction prediction with 1.9M reactions from USPTO patents (1976-2016). Task: Predict the product of the given reaction. (1) Given the reactants [CH3:1][Si:2]([C:5]#[CH:6])([CH3:4])[CH3:3].C([Li])CCC.[CH2:12]([O:14][C:15]1[CH:35]=[CH:34][C:18]([O:19][CH2:20][CH:21]2[CH2:26][CH2:25][CH:24]([CH:27]3[CH2:32][O:31][C:30](=[O:33])[CH2:29][CH2:28]3)[CH2:23][CH2:22]2)=[C:17]([F:36])[C:16]=1[F:37])[CH3:13].[Cl-].[NH4+], predict the reaction product. The product is: [CH2:12]([O:14][C:15]1[CH:35]=[CH:34][C:18]([O:19][CH2:20][CH:21]2[CH2:26][CH2:25][CH:24]([CH:27]3[CH2:32][O:31][C:30]([C:6]#[C:5][Si:2]([CH3:4])([CH3:3])[CH3:1])([OH:33])[CH2:29][CH2:28]3)[CH2:23][CH2:22]2)=[C:17]([F:36])[C:16]=1[F:37])[CH3:13]. (2) Given the reactants [O:1]1[CH:5]=[CH:4][CH:3]=[C:2]1[CH2:6][CH:7]([N:14]([CH3:18])[CH2:15][C:16]#[CH:17])[CH2:8]OS(C)(=O)=O.[F-:19], predict the reaction product. The product is: [F:19][CH2:8][CH:7]([N:14]([CH3:18])[CH2:15][C:16]#[CH:17])[CH2:6][C:2]1[O:1][CH:5]=[CH:4][CH:3]=1.